From a dataset of Catalyst prediction with 721,799 reactions and 888 catalyst types from USPTO. Predict which catalyst facilitates the given reaction. Reactant: [Cl-].C[Al+]C.[C:5](#[N:7])[CH3:6].[CH:8]1([NH2:14])[CH2:13][CH2:12][CH2:11][CH2:10][CH2:9]1.C([C:17](CC)([C:21]([O-])=[O:22])[C:18]([O-])=[O:19])C.C[O-].[Na+].Cl. Product: [CH:8]1([N:14]2[C:18](=[O:19])[CH:17]=[C:21]([OH:22])[N:7]=[C:5]2[CH3:6])[CH2:13][CH2:12][CH2:11][CH2:10][CH2:9]1. The catalyst class is: 93.